Predict the product of the given reaction. From a dataset of Forward reaction prediction with 1.9M reactions from USPTO patents (1976-2016). (1) Given the reactants [F:1][C:2]1[CH:23]=[CH:22][CH:21]=[C:20]([F:24])[C:3]=1[CH2:4][O:5][C:6]1[C:7]2[N:8]([C:13]([C:17](=[NH:19])[NH2:18])=[C:14]([CH3:16])[N:15]=2)[CH:9]=[C:10]([CH3:12])[CH:11]=1.C([N:27](CC)CC)C.O.NN, predict the reaction product. The product is: [F:1][C:2]1[CH:23]=[CH:22][CH:21]=[C:20]([F:24])[C:3]=1[CH2:4][O:5][C:6]1[C:7]2[N:8]([C:13]([C:17](=[NH:18])[NH:19][NH2:27])=[C:14]([CH3:16])[N:15]=2)[CH:9]=[C:10]([CH3:12])[CH:11]=1. (2) Given the reactants Cl.ClC1C=CC(NN)=CC=1.[Cl:11][C:12]1[CH:17]=[CH:16][C:15]([N:18]([CH2:20][C:21]([N:23]2[CH2:28][CH2:27][CH:26]([CH3:29])[CH2:25][CH2:24]2)=[O:22])N)=[CH:14][CH:13]=1.C(OC(OCC)CCCNC)C.ClC1C=C2C(=CC=1)N(C[C:53]([N:55]1[CH2:60][CH2:59][CH:58](C)[CH2:57][CH2:56]1)=O)C=C2CCNC.C=O.C(O)(C(F)(F)F)=O, predict the reaction product. The product is: [Cl:11][C:12]1[CH:17]=[C:16]2[C:15](=[CH:14][CH:13]=1)[N:18]([CH2:20][C:21]([N:23]1[CH2:28][CH2:27][CH:26]([CH3:29])[CH2:25][CH2:24]1)=[O:22])[C:57]1[CH2:56][N:55]([CH3:53])[CH2:60][CH2:59][C:58]2=1. (3) Given the reactants [OH:1][C:2]1[CH:7]=[CH:6][C:5]([C@H:8]2[CH2:12][CH2:11][C:10](=O)[CH2:9]2)=[CH:4][C:3]=1[C:14]([F:17])([F:16])[F:15].[F:18][C:19]1[CH:24]=[CH:23][C:22]([C@H:25]([NH2:27])[CH3:26])=[CH:21][C:20]=1[O:28][CH3:29], predict the reaction product. The product is: [F:18][C:19]1[CH:24]=[CH:23][C:22]([C@H:25]([NH:27][CH:10]2[CH2:11][CH2:12][C@H:8]([C:5]3[CH:6]=[CH:7][C:2]([OH:1])=[C:3]([C:14]([F:17])([F:16])[F:15])[CH:4]=3)[CH2:9]2)[CH3:26])=[CH:21][C:20]=1[O:28][CH3:29].